Dataset: Reaction yield outcomes from USPTO patents with 853,638 reactions. Task: Predict the reaction yield, written as a fraction of the theoretical maximum amount of product (1.0 means a 100% yield; for example, 0.34 means a 34% yield). (1) The reactants are [CH3:1][N:2]1[CH:6]=[C:5]([C:7]2[N:12]=[C:11]3[N:13]([CH2:16][CH:17]4[CH2:22][CH2:21][CH2:20][N:19]([C:23]5[N:28]=[CH:27][C:26]([C:29]6[CH:33]=[CH:32][N:31]([CH:34]7[CH2:39][CH2:38][N:37](C([O-])=O)[CH2:36][CH2:35]7)[N:30]=6)=[CH:25][N:24]=5)[CH2:18]4)[N:14]=[N:15][C:10]3=[N:9][CH:8]=2)[CH:4]=[N:3]1.[ClH:43]. The catalyst is C(Cl)Cl.O1CCOCC1. The product is [ClH:43].[CH3:1][N:2]1[CH:6]=[C:5]([C:7]2[N:12]=[C:11]3[N:13]([CH2:16][CH:17]4[CH2:22][CH2:21][CH2:20][N:19]([C:23]5[N:28]=[CH:27][C:26]([C:29]6[CH:33]=[CH:32][N:31]([CH:34]7[CH2:39][CH2:38][NH:37][CH2:36][CH2:35]7)[N:30]=6)=[CH:25][N:24]=5)[CH2:18]4)[N:14]=[N:15][C:10]3=[N:9][CH:8]=2)[CH:4]=[N:3]1. The yield is 0.750. (2) The reactants are CC([O-])(C)C.[K+].[CH3:7][O:8][C:9]1[C:14]2[O:15][C:16]3[CH:21]=[CH:20][CH:19]=[CH:18][C:17]=3[C:13]=2[CH:12]=[CH:11][CH:10]=1.[SiH:22]([CH2:27][CH3:28])([CH2:25][CH3:26])[CH2:23][CH3:24]. The catalyst is C1COCC1. The product is [CH2:23]([Si:22]([CH2:27][CH3:28])([CH2:25][CH3:26])[C:21]1[C:16]2[O:15][C:14]3[C:9]([O:8][CH3:7])=[CH:10][CH:11]=[CH:12][C:13]=3[C:17]=2[CH:18]=[CH:19][CH:20]=1)[CH3:24]. The yield is 0.640. (3) The reactants are [Cl:1][C:2]1[O:6][C:5]([C:7]([OH:9])=O)=[CH:4][C:3]=1[C:10]1[N:14]([CH3:15])[N:13]=[CH:12][C:11]=1[Cl:16].[NH2:17][C@@H:18]([CH2:31][C:32]1[CH:37]=[CH:36][CH:35]=[CH:34][C:33]=1[C:38]([F:41])([F:40])[F:39])[CH2:19][N:20]1[C:28](=[O:29])[C:27]2[C:22](=[CH:23][CH:24]=[CH:25][CH:26]=2)[C:21]1=[O:30].CCN(C(C)C)C(C)C.F[P-](F)(F)(F)(F)F.Br[P+](N1CCCC1)(N1CCCC1)N1CCCC1. The catalyst is ClCCl. The product is [Cl:1][C:2]1[O:6][C:5]([C:7]([NH:17][C@@H:18]([CH2:31][C:32]2[CH:37]=[CH:36][CH:35]=[CH:34][C:33]=2[C:38]([F:41])([F:39])[F:40])[CH2:19][N:20]2[C:28](=[O:29])[C:27]3[C:22](=[CH:23][CH:24]=[CH:25][CH:26]=3)[C:21]2=[O:30])=[O:9])=[CH:4][C:3]=1[C:10]1[N:14]([CH3:15])[N:13]=[CH:12][C:11]=1[Cl:16]. The yield is 0.420. (4) The reactants are Cl.[CH:2]1([C@H:5]([NH2:10])[C:6]([F:9])([F:8])[F:7])[CH2:4][CH2:3]1.C(N(CC)C(C)C)(C)C.C[Al](C)C.[C:24]([CH2:26][C:27]1([N:41]2[CH:45]=[C:44]([C:46]3[C:47]4[CH:54]=[CH:53][N:52](COCC[Si](C)(C)C)[C:48]=4[N:49]=[CH:50][N:51]=3)[CH:43]=[N:42]2)[CH2:30][N:29]([C:31]2[CH:40]=[CH:39][C:34]([C:35](OC)=[O:36])=[CH:33][CH:32]=2)[CH2:28]1)#[N:25]. The catalyst is ClCCCl.C1(C)C=CC=CC=1.ClCCl. The product is [C:24]([CH2:26][C:27]1([N:41]2[CH:45]=[C:44]([C:46]3[C:47]4[CH:54]=[CH:53][NH:52][C:48]=4[N:49]=[CH:50][N:51]=3)[CH:43]=[N:42]2)[CH2:30][N:29]([C:31]2[CH:32]=[CH:33][C:34]([C:35]([NH:10][C@@H:5]([CH:2]3[CH2:4][CH2:3]3)[C:6]([F:9])([F:8])[F:7])=[O:36])=[CH:39][CH:40]=2)[CH2:28]1)#[N:25]. The yield is 0.750. (5) The reactants are [OH:1][C:2]1[CH:11]=[C:10]2[C:5]([CH:6]=[C:7]([C:12]([O:14][CH3:15])=[O:13])[N:8]=[CH:9]2)=[CH:4][CH:3]=1.[F:16][C:17]([F:30])([F:29])[S:18](O[S:18]([C:17]([F:30])([F:29])[F:16])(=[O:20])=[O:19])(=[O:20])=[O:19]. The catalyst is C(Cl)Cl. The product is [F:16][C:17]([F:30])([F:29])[S:18]([O:1][C:2]1[CH:11]=[C:10]2[C:5]([CH:6]=[C:7]([C:12]([O:14][CH3:15])=[O:13])[N:8]=[CH:9]2)=[CH:4][CH:3]=1)(=[O:20])=[O:19]. The yield is 0.960. (6) No catalyst specified. The reactants are F[C:2]1[C:7]2[N:8]([C:11]3[CH:16]=[CH:15][CH:14]=[CH:13][CH:12]=3)[CH:9]=[N:10][C:6]=2[CH:5]=[C:4]([C:17]([F:20])([F:19])[F:18])[CH:3]=1.[NH:21]1[CH2:26][CH2:25][O:24][CH2:23][CH2:22]1. The product is [N:21]1([C:2]2[C:7]3[N:8]([C:11]4[CH:16]=[CH:15][CH:14]=[CH:13][CH:12]=4)[CH:9]=[N:10][C:6]=3[CH:5]=[C:4]([C:17]([F:20])([F:19])[F:18])[CH:3]=2)[CH2:26][CH2:25][O:24][CH2:23][CH2:22]1. The yield is 0.100. (7) The reactants are [CH3:1][O:2][CH2:3][C:4]1[CH:8]=[C:7]([C:9]([O:11]CC)=[O:10])[NH:6][N:5]=1.C(=O)([O-])[O-].[Cs+].[Cs+].C(OCC)(=O)C.C(O)(=O)CC(CC(O)=O)(C(O)=O)O. The catalyst is CO.O. The product is [CH3:1][O:2][CH2:3][C:4]1[CH:8]=[C:7]([C:9]([OH:11])=[O:10])[NH:6][N:5]=1. The yield is 0.365.